Dataset: Catalyst prediction with 721,799 reactions and 888 catalyst types from USPTO. Task: Predict which catalyst facilitates the given reaction. (1) Reactant: [CH3:1][O:2][C:3]([C:5]1[CH:6]=[CH:7][C:8]([C:11]([OH:13])=O)=[N:9][CH:10]=1)=[O:4].[CH3:14][N:15](C(ON1N=NC2C=CC=NC1=2)=[N+](C)C)C.F[P-](F)(F)(F)(F)F.CCN(C(C)C)C(C)C.CN. Product: [CH3:14][NH:15][C:11]([C:8]1[CH:7]=[CH:6][C:5]([C:3]([O:2][CH3:1])=[O:4])=[CH:10][N:9]=1)=[O:13]. The catalyst class is: 31. (2) Reactant: [C:1]([C:5]1[N:10]=[C:9](O)[CH:8]=[C:7]([CH:12]2[CH2:15][CH2:14][CH2:13]2)[N:6]=1)([CH3:4])([CH3:3])[CH3:2].O=P(Cl)(Cl)[Cl:18].O. Product: [C:1]([C:5]1[N:10]=[C:9]([Cl:18])[CH:8]=[C:7]([CH:12]2[CH2:15][CH2:14][CH2:13]2)[N:6]=1)([CH3:4])([CH3:3])[CH3:2]. The catalyst class is: 588. (3) Reactant: Cl[C:2]1([C:8]([O:10][CH3:11])=[O:9])[C:6](=[O:7])[CH:5]=[CH:4][S:3]1.C(O)(=O)C.[N:16]1[C:20]2[CH:21]=[CH:22][CH:23]=[CH:24][C:19]=2[NH:18][CH:17]=1. Product: [N:16]1([C:4]2[S:3][C:2]([C:8]([O:10][CH3:11])=[O:9])=[C:6]([OH:7])[CH:5]=2)[C:20]2[CH:21]=[CH:22][CH:23]=[CH:24][C:19]=2[N:18]=[CH:17]1. The catalyst class is: 146. (4) Reactant: Br[C:2]1[CH:15]=[CH:14][C:13]2[C:4](=[C:5]([C:27]3[CH:36]=[CH:35][C:34]4[C:29](=[CH:30][CH:31]=[CH:32][CH:33]=4)[CH:28]=3)[C:6]3[C:11]([C:12]=2[C:16]2[CH:25]=[CH:24][C:23]4[C:18](=[CH:19][CH:20]=[CH:21][CH:22]=4)[CH:17]=2)=[CH:10][C:9](Br)=[CH:8][CH:7]=3)[CH:3]=1.[C:37]1([N:43]2[C:47]3[CH:48]=[CH:49][C:50](B(O)O)=[CH:51][C:46]=3[N:45]=[C:44]2[C:55]2[CH:60]=[CH:59][CH:58]=[CH:57][CH:56]=2)[CH:42]=[CH:41][CH:40]=[CH:39][CH:38]=1.C(=O)([O-])[O-].[Na+].[Na+]. Product: [C:37]1([N:43]2[C:47]3[CH:48]=[CH:49][C:50]([C:2]4[CH:15]=[CH:14][C:13]5[C:4](=[C:5]([C:27]6[CH:36]=[CH:35][C:34]7[C:29](=[CH:30][CH:31]=[CH:32][CH:33]=7)[CH:28]=6)[C:6]6[C:11]([C:12]=5[C:16]5[CH:25]=[CH:24][C:23]7[C:18](=[CH:19][CH:20]=[CH:21][CH:22]=7)[CH:17]=5)=[CH:10][C:9]([C:50]5[CH:49]=[CH:48][C:47]7[N:43]([C:37]8[CH:38]=[CH:39][CH:40]=[CH:41][CH:42]=8)[C:44]([C:55]8[CH:60]=[CH:59][CH:58]=[CH:57][CH:56]=8)=[N:45][C:46]=7[CH:51]=5)=[CH:8][CH:7]=6)[CH:3]=4)=[CH:51][C:46]=3[N:45]=[C:44]2[C:55]2[CH:60]=[CH:59][CH:58]=[CH:57][CH:56]=2)[CH:42]=[CH:41][CH:40]=[CH:39][CH:38]=1. The catalyst class is: 276. (5) Reactant: C1(P(C2C=CC=CC=2)C2C=CC=CC=2)C=CC=CC=1.[Cl:20][C:21]1[CH:48]=[CH:47][C:24]([C:25]([O:27][CH2:28][C@@H:29]2[C@@H:33]([O:34][C:35](=[O:43])[C:36]3[CH:41]=[CH:40][C:39]([Cl:42])=[CH:38][CH:37]=3)[C@:32]([F:45])([CH3:44])[C@H:31](O)[O:30]2)=[O:26])=[CH:23][CH:22]=1.C(Br)(Br)(Br)[Br:50].C1(P(=O)(C2C=CC=CC=2)C2C=CC=CC=2)C=CC=CC=1. Product: [Cl:42][C:39]1[CH:40]=[CH:41][C:36]([C:35]([O:34][C@H:33]2[C@:32]([F:45])([CH3:44])[C@@H:31]([Br:50])[O:30][C@@H:29]2[CH2:28][O:27][C:25](=[O:26])[C:24]2[CH:47]=[CH:48][C:21]([Cl:20])=[CH:22][CH:23]=2)=[O:43])=[CH:37][CH:38]=1. The catalyst class is: 4. (6) The catalyst class is: 5. Product: [CH3:30][N:21]1[CH2:20][CH2:19][C:17]2[N:18]=[C:13]([NH:12][C:9]3[CH:8]=[CH:7][C:6]([C:5]4[O:1][CH:2]=[N:3][CH:4]=4)=[CH:11][CH:10]=3)[N:14]=[C:15]([NH:23][CH2:24][C@@H:25]3[CH2:29][CH2:28][CH2:27][O:26]3)[C:16]=2[CH2:22]1. Reactant: [O:1]1[C:5]([C:6]2[CH:11]=[CH:10][C:9]([NH:12][C:13]3[N:14]=[C:15]([NH:23][CH2:24][C@@H:25]4[CH2:29][CH2:28][CH2:27][O:26]4)[C:16]4[CH2:22][NH:21][CH2:20][CH2:19][C:17]=4[N:18]=3)=[CH:8][CH:7]=2)=[CH:4][N:3]=[CH:2]1.[C:30](O)(=O)C.C=O.C([BH3-])#N.[Na+]. (7) Reactant: [C:1]([O:6][C@@H:7]1[C@@H:15]([CH2:16][CH2:17][OH:18])[C:14](=[O:19])[O:13][CH2:12][C@H:11]([NH:20][C:21]([O:23][C:24]([CH3:27])([CH3:26])[CH3:25])=[O:22])[C:10](=[O:28])[O:9][C@H:8]1[CH3:29])(=[O:5])[CH:2]([CH3:4])[CH3:3].[CH3:30]N(C1C2C(N(C)C)=CC=CC=2C=CC=1)C.[O-]S([O-])(=O)=O.[Na+].[Na+].F[B-](F)(F)F.C[O+](C)C. Product: [C:1]([O:6][C@@H:7]1[C@@H:15]([CH2:16][CH2:17][O:18][CH3:30])[C:14](=[O:19])[O:13][CH2:12][C@H:11]([NH:20][C:21]([O:23][C:24]([CH3:26])([CH3:25])[CH3:27])=[O:22])[C:10](=[O:28])[O:9][C@H:8]1[CH3:29])(=[O:5])[CH:2]([CH3:4])[CH3:3]. The catalyst class is: 91.